From a dataset of M1 muscarinic receptor agonist screen with 61,833 compounds. Binary Classification. Given a drug SMILES string, predict its activity (active/inactive) in a high-throughput screening assay against a specified biological target. (1) The molecule is s1c(NC(=O)c2occc2)c(c(c2ccccc2)c1)C(O)=O. The result is 0 (inactive). (2) The compound is O=C1N(C(=O)C(/c2c1cccc2)=C\Nn1cnnc1)c1ccc(cc1)C. The result is 1 (active). (3) The molecule is s1c(NC(=O)NCC(F)(F)F)nnc1C(F)(F)F. The result is 0 (inactive). (4) The compound is s1c(C(=O)N(c2ncccc2)C(=O)c2sccc2)ccc1. The result is 0 (inactive). (5) The molecule is S(=O)(=O)(N1CCN(CC1)CC)Cc1ccccc1. The result is 0 (inactive). (6) The compound is O1CCN(CC1)Cc1cc(cc(OCC)c1)C(=O)C. The result is 0 (inactive). (7) The compound is Clc1c(S(=O)(=O)N2CCCC2)cc(cc1)C(=O)Nc1n(CCC)c2c(n1)cccc2. The result is 0 (inactive). (8) The drug is S(c1n(nnn1)C1CCCCC1)C(=O)c1sccc1. The result is 0 (inactive). (9) The result is 0 (inactive). The compound is Clc1c(C(=O)NCCC)cc(SC)cc1.